Dataset: Reaction yield outcomes from USPTO patents with 853,638 reactions. Task: Predict the reaction yield, written as a fraction of the theoretical maximum amount of product (1.0 means a 100% yield; for example, 0.34 means a 34% yield). The reactants are [Br:1][C:2]1[CH:3]=[C:4]([C:7]([OH:9])=[O:8])[S:5][CH:6]=1.S(=O)(=O)(O)O.[CH3:15]O. No catalyst specified. The product is [Br:1][C:2]1[CH:3]=[C:4]([C:7]([O:9][CH3:15])=[O:8])[S:5][CH:6]=1. The yield is 0.970.